This data is from Full USPTO retrosynthesis dataset with 1.9M reactions from patents (1976-2016). The task is: Predict the reactants needed to synthesize the given product. (1) Given the product [N:14]1([S:2]([C:5]2[CH:6]=[C:7]([CH:11]=[CH:12][CH:13]=2)[C:8]([OH:10])=[O:9])(=[O:4])=[O:3])[C:23]2[C:18](=[CH:19][CH:20]=[CH:21][CH:22]=2)[CH2:17][CH2:16][CH2:15]1, predict the reactants needed to synthesize it. The reactants are: Cl[S:2]([C:5]1[CH:6]=[C:7]([CH:11]=[CH:12][CH:13]=1)[C:8]([OH:10])=[O:9])(=[O:4])=[O:3].[NH:14]1[C:23]2[C:18](=[CH:19][CH:20]=[CH:21][CH:22]=2)[CH2:17][CH2:16][CH2:15]1. (2) Given the product [O:20]=[C:13]([C:14]1[CH:15]=[N:16][CH:17]=[CH:18][CH:19]=1)[CH2:6][P:7](=[O:12])([O:10][CH3:11])[O:8][CH3:9], predict the reactants needed to synthesize it. The reactants are: C([Li])CCC.[CH3:6][P:7](=[O:12])([O:10][CH3:11])[O:8][CH3:9].[C:13](OC)(=[O:20])[C:14]1[CH:19]=[CH:18][CH:17]=[N:16][CH:15]=1.